Dataset: Forward reaction prediction with 1.9M reactions from USPTO patents (1976-2016). Task: Predict the product of the given reaction. (1) Given the reactants [F:1][C:2]1[CH:3]=[C:4]([CH:35]=[CH:36][C:37]=1[F:38])[O:5][CH2:6][CH2:7][N:8]1[CH2:13][CH2:12][C:11]([CH2:19][CH2:20][CH2:21][C:22]2[C:31]3[C:26](=[CH:27][CH:28]=[C:29]([O:32][CH3:33])[CH:30]=3)[N:25]=[CH:24][C:23]=2[F:34])([C:14]([O:16]CC)=[O:15])[CH2:10][CH2:9]1.[OH-].[Na+], predict the reaction product. The product is: [F:1][C:2]1[CH:3]=[C:4]([CH:35]=[CH:36][C:37]=1[F:38])[O:5][CH2:6][CH2:7][N:8]1[CH2:9][CH2:10][C:11]([CH2:19][CH2:20][CH2:21][C:22]2[C:31]3[C:26](=[CH:27][CH:28]=[C:29]([O:32][CH3:33])[CH:30]=3)[N:25]=[CH:24][C:23]=2[F:34])([C:14]([OH:16])=[O:15])[CH2:12][CH2:13]1. (2) Given the reactants [CH3:1][N:2]1[CH:6]=[C:5]([CH2:7][N:8]2[CH2:13][CH2:12][N:11]([C:14](OC(C)(C)C)=O)[CH2:10][CH2:9]2)[N:4]=[CH:3]1.C(O)(C(F)(F)F)=O.[Br:28][C:29]1C(Cl)=[C:31]([N+:36]([O-:38])=[O:37])[C:32]([NH2:35])=[N:33][CH:34]=1, predict the reaction product. The product is: [Br:28][C:29]1[C:14]([N:11]2[CH2:10][CH2:9][N:8]([CH2:7][C:5]3[N:4]=[CH:3][N:2]([CH3:1])[CH:6]=3)[CH2:13][CH2:12]2)=[C:31]([N+:36]([O-:38])=[O:37])[C:32]([NH2:35])=[N:33][CH:34]=1. (3) Given the reactants Cl[C:2]1[CH:3]=[C:4]([NH:12][C:13]2[N:14]=[CH:15][C:16]3[CH2:17][C:18](=[O:32])[NH:19][C:20]4[CH:27]=[C:26]([C:28]([F:31])([F:30])[F:29])[CH:25]=[CH:24][C:21]=4[C:22]=3[N:23]=2)[C:5]([C:8]([F:11])([F:10])[F:9])=[N:6][CH:7]=1.[CH2:33]([N:36]([CH3:38])[CH3:37])[C:34]#[CH:35].C(=O)([O-])[O-].[Cs+].[Cs+].CC(C1C=C(C(C)C)C(C2C=CC=CC=2P(C2CCCCC2)C2CCCCC2)=C(C(C)C)C=1)C, predict the reaction product. The product is: [CH3:37][N:36]([CH3:38])[CH2:33][C:34]#[C:35][C:2]1[CH:3]=[C:4]([NH:12][C:13]2[N:14]=[CH:15][C:16]3[CH2:17][C:18](=[O:32])[NH:19][C:20]4[CH:27]=[C:26]([C:28]([F:31])([F:29])[F:30])[CH:25]=[CH:24][C:21]=4[C:22]=3[N:23]=2)[C:5]([C:8]([F:11])([F:9])[F:10])=[N:6][CH:7]=1. (4) Given the reactants C(N1C=CN=C1)(N1C=CN=C1)=O.[CH3:13][O:14][CH2:15][CH2:16][C:17]([OH:19])=O.[CH2:20]([NH:22][CH2:23][C:24]1[CH:29]=[CH:28][CH:27]=[CH:26][CH:25]=1)[CH3:21], predict the reaction product. The product is: [CH2:20]([N:22]([CH2:23][C:24]1[CH:29]=[CH:28][CH:27]=[CH:26][CH:25]=1)[C:17](=[O:19])[CH2:16][CH2:15][O:14][CH3:13])[CH3:21]. (5) Given the reactants [N:1]1([C:9]2[CH:14]=[CH:13][C:12]([C:15]3[CH:20]=[CH:19][C:18]([N:21]4[C:26](=[O:27])[CH:25]=[CH:24][CH:23]=[N:22]4)=[CH:17][CH:16]=3)=[CH:11][CH:10]=2)[CH2:5][CH2:4][C@@H:3]2[CH2:6][NH:7][CH2:8][C@H:2]12.[CH:28](=O)[CH3:29].CC(O)=O.C(O[BH-](OC(=O)C)OC(=O)C)(=O)C.[Na+], predict the reaction product. The product is: [CH2:28]([N:7]1[CH2:6][C@@H:3]2[C@@H:2]([N:1]([C:9]3[CH:14]=[CH:13][C:12]([C:15]4[CH:20]=[CH:19][C:18]([N:21]5[C:26](=[O:27])[CH:25]=[CH:24][CH:23]=[N:22]5)=[CH:17][CH:16]=4)=[CH:11][CH:10]=3)[CH2:5][CH2:4]2)[CH2:8]1)[CH3:29].